From a dataset of Full USPTO retrosynthesis dataset with 1.9M reactions from patents (1976-2016). Predict the reactants needed to synthesize the given product. (1) Given the product [CH3:1][O:2][C:3](=[O:14])[CH2:4][N:5]([CH2:6][C:7]1[CH:8]=[CH:9][C:10]([F:13])=[CH:11][CH:12]=1)[C:26]([C:17]1[C:16]([OH:15])=[C:25]2[C:20]([CH:21]=[CH:22][CH:23]=[N:24]2)=[CH:19][N:18]=1)=[O:27], predict the reactants needed to synthesize it. The reactants are: [CH3:1][O:2][C:3](=[O:14])[CH2:4][NH:5][CH2:6][C:7]1[CH:12]=[CH:11][C:10]([F:13])=[CH:9][CH:8]=1.[OH:15][C:16]1[C:17]([C:26](O)=[O:27])=[N:18][CH:19]=[C:20]2[C:25]=1[N:24]=[CH:23][CH:22]=[CH:21]2.C(N=C=NC(C)C)(C)C. (2) Given the product [ClH:37].[ClH:37].[NH2:8][C@@H:9]([CH2:17][CH2:18][CH2:19][CH2:20][CH2:21][C:22](=[O:23])[CH:24]([NH2:25])[CH2:28][SH:27])[C:10]([OH:12])=[O:11], predict the reactants needed to synthesize it. The reactants are: C(OC([NH:8][C@@H:9]([CH2:17][CH2:18][CH2:19][CH2:20][CH:21](C(OC)=O)[C:22]([CH:24]1[CH2:28][S:27]C(C)(C)[N:25]1C=O)=[O:23])[C:10]([O:12]C(C)(C)C)=[O:11])=O)(C)(C)C.[ClH:37].